This data is from Forward reaction prediction with 1.9M reactions from USPTO patents (1976-2016). The task is: Predict the product of the given reaction. (1) Given the reactants [C:1]([Si:5]([CH3:21])([CH3:20])[O:6][CH2:7][CH2:8][O:9][C:10]1[CH:15]=[CH:14][C:13]([N+:16]([O-])=O)=[C:12]([CH3:19])[CH:11]=1)([CH3:4])([CH3:3])[CH3:2], predict the reaction product. The product is: [C:1]([Si:5]([CH3:21])([CH3:20])[O:6][CH2:7][CH2:8][O:9][C:10]1[CH:15]=[CH:14][C:13]([NH2:16])=[C:12]([CH3:19])[CH:11]=1)([CH3:4])([CH3:3])[CH3:2]. (2) The product is: [F:1][C:2]([F:43])([F:42])[C:3]1[CH:4]=[C:5]([CH:35]=[C:36]([C:38]([F:41])([F:40])[F:39])[CH:37]=1)[CH2:6][N:7]([CH:8]([C:10]1[CH:15]=[C:14]([C:16]([F:19])([F:18])[F:17])[CH:13]=[CH:12][C:11]=1[N:20]([CH2:24][CH:25]1[CH2:27][CH2:26]1)[CH2:21][CH2:22][CH3:23])[CH3:9])[C:28]1[N:33]=[CH:32][C:31]([N:71]2[CH2:76][CH2:75][CH:74]([C:77]([O:79][CH2:80][CH3:81])=[O:78])[CH2:73][CH2:72]2)=[CH:30][N:29]=1. Given the reactants [F:1][C:2]([F:43])([F:42])[C:3]1[CH:4]=[C:5]([CH:35]=[C:36]([C:38]([F:41])([F:40])[F:39])[CH:37]=1)[CH2:6][N:7]([C:28]1[N:33]=[CH:32][C:31](Br)=[CH:30][N:29]=1)[CH:8]([C:10]1[CH:15]=[C:14]([C:16]([F:19])([F:18])[F:17])[CH:13]=[CH:12][C:11]=1[N:20]([CH2:24][CH:25]1[CH2:27][CH2:26]1)[CH2:21][CH2:22][CH3:23])[CH3:9].CC(C)([O-])C.[Na+].C(P(C(C)(C)C)C1C=CC=CC=1C1C=CC=CC=1)(C)(C)C.[NH:71]1[CH2:76][CH2:75][CH:74]([C:77]([O:79][CH2:80][CH3:81])=[O:78])[CH2:73][CH2:72]1, predict the reaction product.